This data is from Catalyst prediction with 721,799 reactions and 888 catalyst types from USPTO. The task is: Predict which catalyst facilitates the given reaction. (1) Reactant: [O:1]([C:8]1[CH:13]=[CH:12][C:11]([C:14]2[N:22]=[C:21]([N:23]3[CH2:28][CH2:27][NH:26][CH2:25][CH2:24]3)[CH:20]=[CH:19][C:15]=2[C:16]([NH2:18])=[O:17])=[CH:10][CH:9]=1)[C:2]1[CH:7]=[CH:6][CH:5]=[CH:4][CH:3]=1.Cl[CH2:30][CH2:31][S:32](Cl)(=[O:34])=[O:33].O. Product: [O:1]([C:8]1[CH:9]=[CH:10][C:11]([C:14]2[N:22]=[C:21]([N:23]3[CH2:28][CH2:27][N:26]([S:32]([CH:31]=[CH2:30])(=[O:34])=[O:33])[CH2:25][CH2:24]3)[CH:20]=[CH:19][C:15]=2[C:16]([NH2:18])=[O:17])=[CH:12][CH:13]=1)[C:2]1[CH:3]=[CH:4][CH:5]=[CH:6][CH:7]=1. The catalyst class is: 2. (2) Reactant: [CH3:1][N:2]1[C:6]2=[N:7][CH:8]=[CH:9][N:10]=[C:5]2[C:4]([C:11]([N:13]2[CH2:18][CH2:17][N:16]([C:19]3[N:20]=[CH:21][C:22]([C:25]([O:27]C)=[O:26])=[N:23][CH:24]=3)[CH2:15][CH2:14]2)=[O:12])=[C:3]1[C:29]1[CH:34]=[CH:33][CH:32]=[CH:31][CH:30]=1.Cl. Product: [CH3:1][N:2]1[C:6]2=[N:7][CH:8]=[CH:9][N:10]=[C:5]2[C:4]([C:11]([N:13]2[CH2:14][CH2:15][N:16]([C:19]3[N:20]=[CH:21][C:22]([C:25]([OH:27])=[O:26])=[N:23][CH:24]=3)[CH2:17][CH2:18]2)=[O:12])=[C:3]1[C:29]1[CH:34]=[CH:33][CH:32]=[CH:31][CH:30]=1. The catalyst class is: 562.